Dataset: Forward reaction prediction with 1.9M reactions from USPTO patents (1976-2016). Task: Predict the product of the given reaction. (1) Given the reactants [CH3:1][O:2][C:3]1[CH:11]=[CH:10][CH:9]=[C:8]2[C:4]=1[C:5]([NH2:13])=[N:6][N:7]2[CH3:12].OS(O)(=O)=O.C1C(=O)N([Br:26])C(=O)C1, predict the reaction product. The product is: [Br:26][C:9]1[CH:10]=[CH:11][C:3]([O:2][CH3:1])=[C:4]2[C:8]=1[N:7]([CH3:12])[N:6]=[C:5]2[NH2:13]. (2) Given the reactants [C:1]1([CH2:7][C:8]([OH:10])=O)[CH:6]=[CH:5][CH:4]=[CH:3][CH:2]=1.CN(C(ON1N=NC2C=CC=NC1=2)=[N+](C)C)C.F[P-](F)(F)(F)(F)F.[CH3:35][O:36][C:37]1[C:42]2[N:43]=[C:44]([NH2:46])[O:45][C:41]=2[C:40]([CH:47]2[CH2:52][CH2:51][O:50][CH2:49][CH2:48]2)=[CH:39][CH:38]=1, predict the reaction product. The product is: [CH3:35][O:36][C:37]1[C:42]2[N:43]=[C:44]([NH:46][C:8](=[O:10])[CH2:7][C:1]3[CH:2]=[CH:3][CH:4]=[CH:5][CH:6]=3)[O:45][C:41]=2[C:40]([CH:47]2[CH2:52][CH2:51][O:50][CH2:49][CH2:48]2)=[CH:39][CH:38]=1. (3) Given the reactants [NH:1]1[C:9]2[C:4](=[CH:5][CH:6]=[CH:7][C:8]=2[CH2:10][NH:11][CH3:12])[CH:3]=[CH:2]1.Cl.Cl.[CH3:15][N:16]1[CH2:22][C:21]2[CH:23]=[C:24](/[CH:27]=[CH:28]/[C:29]([OH:31])=O)[CH:25]=[N:26][C:20]=2[NH:19][C:18](=[O:32])[CH2:17]1.C1C=CC2N(O)N=NC=2C=1.C(N(C(C)C)CC)(C)C.CCN=C=NCCCN(C)C.Cl, predict the reaction product. The product is: [NH:1]1[C:9]2[C:4](=[CH:5][CH:6]=[CH:7][C:8]=2[CH2:10][N:11]([CH3:12])[C:29](=[O:31])/[CH:28]=[CH:27]/[C:24]2[CH:25]=[N:26][C:20]3[NH:19][C:18](=[O:32])[CH2:17][N:16]([CH3:15])[CH2:22][C:21]=3[CH:23]=2)[CH:3]=[CH:2]1. (4) Given the reactants CC([O:5][C:6]([C@@H:8]([NH:13][C:14]([O:16][CH2:17][CH:18]1[C:30]2[C:25](=[CH:26][CH:27]=[CH:28][CH:29]=2)[C:24]2[C:19]1=[CH:20][CH:21]=[CH:22][CH:23]=2)=[O:15])[CH2:9][C:10](O)=[O:11])=[O:7])(C)C.C(N(CC)CC)C.C(OC(Cl)=O)C(C)C.[BH4-].[Na+].[H-].[Na+].C(Br)C1C=CC=CC=1, predict the reaction product. The product is: [C:14]([NH:13][C@H:8]([C:6]([OH:7])=[O:5])[CH2:9][CH2:10][OH:11])([O:16][CH2:17][CH:18]1[C:19]2[C:24](=[CH:23][CH:22]=[CH:21][CH:20]=2)[C:25]2[C:30]1=[CH:29][CH:28]=[CH:27][CH:26]=2)=[O:15].